This data is from Reaction yield outcomes from USPTO patents with 853,638 reactions. The task is: Predict the reaction yield, written as a fraction of the theoretical maximum amount of product (1.0 means a 100% yield; for example, 0.34 means a 34% yield). (1) The reactants are [Li+].CC([N-]C(C)C)C.[CH3:9][C:10]1[CH:15]=[CH:14][N:13]=[C:12]([C:16]2[CH:21]=[CH:20][C:19]([C:22]([F:25])([F:24])[F:23])=[CH:18][CH:17]=2)[CH:11]=1.[C:26](=O)([O:29]C)[O:27][CH3:28]. The catalyst is C1COCC1. The product is [F:24][C:22]([F:25])([F:23])[C:19]1[CH:18]=[CH:17][C:16]([C:12]2[CH:11]=[C:10]([CH2:9][C:26]([O:27][CH3:28])=[O:29])[CH:15]=[CH:14][N:13]=2)=[CH:21][CH:20]=1. The yield is 0.710. (2) The reactants are [CH:1]([N:4]1[CH2:9][CH2:8][N:7]([C:10]2[CH:11]=[C:12]([CH:15]=[C:16]([O:18][CH3:19])[CH:17]=2)[CH:13]=O)[CH2:6][CH2:5]1)([CH3:3])[CH3:2].[NH2:20][C:21]1[CH:29]=[C:28]([O:30][CH3:31])[CH:27]=[C:26]([O:32][CH3:33])[C:22]=1[C:23]([NH2:25])=[O:24].OS([O-])=O.[Na+].O.C1(C)C=CC(S(O)(=O)=O)=CC=1. The catalyst is CN(C)C(=O)C. The yield is 0.500. The product is [CH:1]([N:4]1[CH2:9][CH2:8][N:7]([C:10]2[CH:11]=[C:12]([C:13]3[NH:25][C:23](=[O:24])[C:22]4[C:21](=[CH:29][C:28]([O:30][CH3:31])=[CH:27][C:26]=4[O:32][CH3:33])[N:20]=3)[CH:15]=[C:16]([O:18][CH3:19])[CH:17]=2)[CH2:6][CH2:5]1)([CH3:3])[CH3:2].